This data is from Catalyst prediction with 721,799 reactions and 888 catalyst types from USPTO. The task is: Predict which catalyst facilitates the given reaction. (1) Reactant: [CH2:1]([NH:9][C:10]1[C:11]2[CH:18]=[C:17]([C:19](OCC)=[O:20])[S:16][C:12]=2[N:13]=[CH:14][N:15]=1)[CH2:2][C:3]1[CH:8]=[CH:7][CH:6]=[CH:5][CH:4]=1.[H-].[Al+3].[Li+].[H-].[H-].[H-]. Product: [CH2:1]([NH:9][C:10]1[C:11]2[CH:18]=[C:17]([CH:19]=[O:20])[S:16][C:12]=2[N:13]=[CH:14][N:15]=1)[CH2:2][C:3]1[CH:4]=[CH:5][CH:6]=[CH:7][CH:8]=1.[CH2:1]([NH:9][C:10]1[C:11]2[CH:18]=[C:17]([CH2:19][OH:20])[S:16][C:12]=2[N:13]=[CH:14][N:15]=1)[CH2:2][C:3]1[CH:4]=[CH:5][CH:6]=[CH:7][CH:8]=1. The catalyst class is: 1. (2) Reactant: [C:9](O[C:9]([O:11][C:12]([CH3:15])([CH3:14])[CH3:13])=[O:10])([O:11][C:12]([CH3:15])([CH3:14])[CH3:13])=[O:10].[F:16][C:17]1[CH:25]=[C:24]2[C:20]([CH2:21][CH2:22][NH:23]2)=[CH:19][CH:18]=1. Product: [C:12]([O:11][C:9]([N:23]1[C:24]2[C:20](=[CH:19][CH:18]=[C:17]([F:16])[CH:25]=2)[CH2:21][CH2:22]1)=[O:10])([CH3:13])([CH3:14])[CH3:15]. The catalyst class is: 7. (3) Reactant: [BH4-].[Na+].[F:3][CH:4]([F:18])[O:5][C:6]1[CH:15]=[CH:14][C:13]2[C:8](=[CH:9][CH:10]=[CH:11][CH:12]=2)[C:7]=1[CH:16]=[O:17]. Product: [F:3][CH:4]([F:18])[O:5][C:6]1[CH:15]=[CH:14][C:13]2[C:8](=[CH:9][CH:10]=[CH:11][CH:12]=2)[C:7]=1[CH2:16][OH:17]. The catalyst class is: 88.